This data is from hERG potassium channel inhibition data for cardiac toxicity prediction from Karim et al.. The task is: Regression/Classification. Given a drug SMILES string, predict its toxicity properties. Task type varies by dataset: regression for continuous values (e.g., LD50, hERG inhibition percentage) or binary classification for toxic/non-toxic outcomes (e.g., AMES mutagenicity, cardiotoxicity, hepatotoxicity). Dataset: herg_karim. (1) The compound is CC(C)(O)c1ccc(C(O)CCC[N+]2CCC(C(O)(c3ccccc3)c3ccccc3)CC2)cc1. The result is 0 (non-blocker). (2) The result is 1 (blocker). The molecule is COC(=O)N(NC(=O)c1c(CN2CCN(S(=O)(=O)c3ccccc3)CC2)c(-c2ccccc2)nc2ccccc12)c1ccccc1. (3) The drug is CC[C@H](C)[C@H](C(=O)O)N1C[C@H](CN2CCC(c3cc(Cc4ccc(C(C)C)cc4)nn3CC)CC2)[C@@H](c2cccc(F)c2)C1. The result is 1 (blocker).